The task is: Predict the reactants needed to synthesize the given product.. This data is from Full USPTO retrosynthesis dataset with 1.9M reactions from patents (1976-2016). (1) The reactants are: [CH3:1][C:2]1[CH:8]=[CH:7][C:5]([NH2:6])=[CH:4][C:3]=1[N:9]1[C:16]2[N:12]([N:13]=[C:14]([C:17]3[CH:18]=[N:19][CH:20]=[CH:21][CH:22]=3)[CH:15]=2)[CH:11]=[CH:10]1.[CH:23]([C:25]1[CH:26]=[C:27]([CH:31]=[C:32]([S:34]([F:39])([F:38])([F:37])([F:36])[F:35])[CH:33]=1)[C:28](O)=[O:29])=[O:24].CN(C(ON1N=NC2C=CC=NC1=2)=[N+](C)C)C.F[P-](F)(F)(F)(F)F.C(N(CC)C(C)C)(C)C.C(=O)(O)[O-].[Na+]. Given the product [CH:28]([C:27]1[CH:26]=[C:25]([CH:33]=[C:32]([S:34]([F:38])([F:39])([F:35])([F:36])[F:37])[CH:31]=1)[C:23]([NH:6][C:5]1[CH:7]=[CH:8][C:2]([CH3:1])=[C:3]([N:9]2[C:16]3[N:12]([N:13]=[C:14]([C:17]4[CH:18]=[N:19][CH:20]=[CH:21][CH:22]=4)[CH:15]=3)[CH:11]=[CH:10]2)[CH:4]=1)=[O:24])=[O:29], predict the reactants needed to synthesize it. (2) Given the product [CH3:1][O:2][C:3](=[O:24])[CH2:4][C:5]1[CH:6]=[C:7]([CH:11]2[CH2:12][CH2:13][N:14]([C:17]([O:19][C:20]([CH3:22])([CH3:21])[CH3:23])=[O:18])[CH2:15][CH2:16]2)[CH:8]=[CH:9][CH:10]=1, predict the reactants needed to synthesize it. The reactants are: [CH3:1][O:2][C:3](=[O:24])[CH2:4][C:5]1[CH:6]=[C:7]([C:11]2[CH2:16][CH2:15][N:14]([C:17]([O:19][C:20]([CH3:23])([CH3:22])[CH3:21])=[O:18])[CH2:13][CH:12]=2)[CH:8]=[CH:9][CH:10]=1. (3) Given the product [Br:1][C:2]1[C:3]([CH:10]=[N:18][S@:16]([C:13]([CH3:15])([CH3:14])[CH3:12])=[O:17])=[N:4][C:5]([S:8][CH3:9])=[N:6][CH:7]=1, predict the reactants needed to synthesize it. The reactants are: [Br:1][C:2]1[C:3]([CH:10]=O)=[N:4][C:5]([S:8][CH3:9])=[N:6][CH:7]=1.[CH3:12][C:13]([S@@:16]([NH2:18])=[O:17])([CH3:15])[CH3:14]. (4) Given the product [F:2][C:3]1[CH:8]=[CH:7][C:6]([CH:9]([C:17]2[CH:18]=[CH:19][C:20]([F:23])=[CH:21][CH:22]=2)[CH:10]2[C:15](=[O:16])[CH2:14][CH2:13][N:12]([CH2:29][C:28]3[CH:31]=[CH:32][CH:33]=[CH:34][C:27]=3[N+:24]([O-:26])=[O:25])[CH2:11]2)=[CH:5][CH:4]=1, predict the reactants needed to synthesize it. The reactants are: Cl.[F:2][C:3]1[CH:8]=[CH:7][C:6]([CH:9]([C:17]2[CH:22]=[CH:21][C:20]([F:23])=[CH:19][CH:18]=2)[CH:10]2[C:15](=[O:16])[CH2:14][CH2:13][NH:12][CH2:11]2)=[CH:5][CH:4]=1.[N+:24]([C:27]1[CH:34]=[CH:33][CH:32]=[CH:31][C:28]=1[CH2:29]Br)([O-:26])=[O:25].C(=O)([O-])[O-].[K+].[K+]. (5) Given the product [F:11][C:12]1[CH:19]=[CH:18][C:15]([CH2:16][N:17]2[CH:6]3[CH2:5][CH2:26][CH:21]2[CH2:22][C:3](=[O:4])[CH2:7]3)=[CH:14][CH:13]=1, predict the reactants needed to synthesize it. The reactants are: CO[CH:3]1[CH2:7][CH2:6][CH:5](OC)[O:4]1.Cl.[F:11][C:12]1[CH:19]=[CH:18][C:15]([CH2:16][NH2:17])=[CH:14][CH:13]=1.O=[C:21]([CH2:26]C(O)=O)[CH2:22]C(O)=O.C([O-])(=O)C.[Na+].[OH-].[Na+]. (6) Given the product [NH2:8][C:6]1[CH:7]=[C:2]([N:16]2[CH2:17][CH2:18][CH:13]([OH:12])[CH2:14][CH2:15]2)[CH:3]=[CH:4][C:5]=1[N+:9]([O-:11])=[O:10], predict the reactants needed to synthesize it. The reactants are: Cl[C:2]1[CH:3]=[CH:4][C:5]([N+:9]([O-:11])=[O:10])=[C:6]([NH2:8])[CH:7]=1.[OH:12][CH:13]1[CH2:18][CH2:17][NH:16][CH2:15][CH2:14]1.C([O-])([O-])=O.[K+].[K+].O.